Dataset: Full USPTO retrosynthesis dataset with 1.9M reactions from patents (1976-2016). Task: Predict the reactants needed to synthesize the given product. Given the product [CH3:1][O:2][C:3]1[CH:4]=[C:5]([CH2:11][CH2:12][CH:13]=[O:14])[CH:6]=[CH:7][C:8]=1[O:9][CH3:10], predict the reactants needed to synthesize it. The reactants are: [CH3:1][O:2][C:3]1[CH:4]=[C:5]([CH2:11][CH2:12][CH2:13][OH:14])[CH:6]=[CH:7][C:8]=1[O:9][CH3:10].